From a dataset of Peptide-MHC class I binding affinity with 185,985 pairs from IEDB/IMGT. Regression. Given a peptide amino acid sequence and an MHC pseudo amino acid sequence, predict their binding affinity value. This is MHC class I binding data. (1) The MHC is H-2-Kb with pseudo-sequence H-2-Kb. The binding affinity (normalized) is 0.335. The peptide sequence is VGVVTLYL. (2) The peptide sequence is LLIGLIIPPL. The MHC is H-2-Kb with pseudo-sequence H-2-Kb. The binding affinity (normalized) is 0.0282. (3) The peptide sequence is TVYYGVPVWK. The MHC is HLA-A30:02 with pseudo-sequence HLA-A30:02. The binding affinity (normalized) is 0.0849.